This data is from Forward reaction prediction with 1.9M reactions from USPTO patents (1976-2016). The task is: Predict the product of the given reaction. (1) Given the reactants [Cl:1][C:2]1[CH:3]=[C:4]2[C:9](=[CH:10][CH:11]=1)[CH:8]=[C:7]([S:12]([N:15]1[CH2:20][CH2:19][N:18]([C:21]([C:23]3[S:24][C:25]4[CH2:26][NH:27][CH:28]([CH3:32])[CH2:29][C:30]=4[N:31]=3)=[O:22])[CH:17]([C:33](=[O:42])[NH:34][O:35]C3CCCCO3)[CH2:16]1)(=[O:14])=[O:13])[CH:6]=[CH:5]2.Cl, predict the reaction product. The product is: [Cl:1][C:2]1[CH:3]=[C:4]2[C:9](=[CH:10][CH:11]=1)[CH:8]=[C:7]([S:12]([N:15]1[CH2:20][CH2:19][N:18]([C:21]([C:23]3[S:24][C:25]4[CH2:26][NH:27][CH:28]([CH3:32])[CH2:29][C:30]=4[N:31]=3)=[O:22])[CH:17]([C:33]([NH:34][OH:35])=[O:42])[CH2:16]1)(=[O:13])=[O:14])[CH:6]=[CH:5]2. (2) Given the reactants C1(P(C2C=CC=CC=2)C2C=CC=CC=2)C=CC=CC=1.N(C(OCC)=O)=NC(OCC)=O.[OH:32][CH2:33][C@H:34]1[N:38]([CH3:39])[C:37](=[O:40])[CH2:36][CH2:35]1.O[C:42]1[CH:43]=[N:44][CH:45]=[CH:46][CH:47]=1, predict the reaction product. The product is: [CH3:39][N:38]1[C@H:34]([CH2:33][O:32][C:42]2[CH:43]=[N:44][CH:45]=[CH:46][CH:47]=2)[CH2:35][CH2:36][C:37]1=[O:40]. (3) Given the reactants [CH2:1]([O:3][C:4]([C:6]1[CH2:11][C@@H:10]([OH:12])[C@H:9]([OH:13])[C@H:8]([OH:14])[CH:7]=1)=[O:5])[CH3:2].[CH3:15][S:16](Cl)(=[O:18])=[O:17].CCN(CC)CC, predict the reaction product. The product is: [CH2:1]([O:3][C:4]([C:6]1[CH2:11][C@@H:10]([O:12][S:16]([CH3:15])(=[O:18])=[O:17])[C@H:9]([O:13][S:16]([CH3:15])(=[O:18])=[O:17])[C@H:8]([O:14][S:16]([CH3:15])(=[O:18])=[O:17])[CH:7]=1)=[O:5])[CH3:2]. (4) Given the reactants [O:1]=[C:2]([C:6]1[CH:11]=[CH:10][CH:9]=[C:8]([CH2:12][CH2:13][CH2:14][CH2:15][CH3:16])[CH:7]=1)[C:3]([OH:5])=[O:4].C(=O)(O)[O-].[Na+:21], predict the reaction product. The product is: [O:1]=[C:2]([C:6]1[CH:11]=[CH:10][CH:9]=[C:8]([CH2:12][CH2:13][CH2:14][CH2:15][CH3:16])[CH:7]=1)[C:3]([O-:5])=[O:4].[Na+:21].